This data is from Reaction yield outcomes from USPTO patents with 853,638 reactions. The task is: Predict the reaction yield, written as a fraction of the theoretical maximum amount of product (1.0 means a 100% yield; for example, 0.34 means a 34% yield). (1) The reactants are Br[C:2]1[CH:3]=[N:4][C:5]2[C:10]([CH:11]=1)=[CH:9][C:8]([CH2:12][C:13]1[N:17]3[N:18]=[C:19]([CH3:22])[CH:20]=[CH:21][C:16]3=[N:15][N:14]=1)=[CH:7][CH:6]=2.[CH3:23][N:24]1[CH:28]=[C:27](B2OC(C)(C)C(C)(C)O2)[CH:26]=[N:25]1.C(=O)([O-])[O-].[K+].[K+]. The catalyst is O1CCOCC1.O.C1C=CC([PH+]([C]2[CH][CH][CH][CH]2)C2C=CC=CC=2)=CC=1.C1C=CC([PH+]([C]2[CH][CH][CH][CH]2)C2C=CC=CC=2)=CC=1.C(Cl)Cl.Cl[Pd]Cl.[Fe]. The product is [CH3:23][N:24]1[CH:28]=[C:27]([C:2]2[CH:3]=[N:4][C:5]3[C:10]([CH:11]=2)=[CH:9][C:8]([CH2:12][C:13]2[N:17]4[N:18]=[C:19]([CH3:22])[CH:20]=[CH:21][C:16]4=[N:15][N:14]=2)=[CH:7][CH:6]=3)[CH:26]=[N:25]1. The yield is 0.0400. (2) The reactants are [CH2:1]([C:3]1[CH:30]=[CH:29][C:6]([CH2:7][O:8][C:9]2[CH:14]=[CH:13][C:12]([C:15]3([OH:26])[CH2:18][N:17](C(OC(C)(C)C)=O)[CH2:16]3)=[CH:11][C:10]=2[O:27][CH3:28])=[CH:5][CH:4]=1)[CH3:2].[ClH:31].C(OCC)(=O)C. The catalyst is C(OCC)(=O)C. The product is [ClH:31].[CH2:1]([C:3]1[CH:30]=[CH:29][C:6]([CH2:7][O:8][C:9]2[CH:14]=[CH:13][C:12]([C:15]3([OH:26])[CH2:18][NH:17][CH2:16]3)=[CH:11][C:10]=2[O:27][CH3:28])=[CH:5][CH:4]=1)[CH3:2]. The yield is 0.710. (3) The product is [C:8]([C:4]1[CH:3]=[C:2]([N:11]2[CH2:14][CH2:13][C:12]2=[O:15])[CH:7]=[CH:6][CH:5]=1)(=[O:10])[CH3:9]. The yield is 0.970. The reactants are Br[C:2]1[CH:3]=[C:4]([C:8](=[O:10])[CH3:9])[CH:5]=[CH:6][CH:7]=1.[NH:11]1[CH2:14][CH2:13][C:12]1=[O:15]. No catalyst specified.